This data is from Full USPTO retrosynthesis dataset with 1.9M reactions from patents (1976-2016). The task is: Predict the reactants needed to synthesize the given product. (1) The reactants are: [N+:1]([C:4]1[CH:5]=[C:6]([CH:19]=[CH:20][C:21]=1[NH:22][C:23]([C:25]1[O:26][C:27]([NH:30][C:31]2[CH:36]=[C:35]([F:37])[C:34]([F:38])=[CH:33][C:32]=2[F:39])=[N:28][N:29]=1)=O)[O:7][C@H:8]1[CH2:13][CH2:12][C@H:11]([C:14]([O:16][CH2:17][CH3:18])=[O:15])[CH2:10][CH2:9]1)([O-])=O.C([O-])=O.[NH4+].CN(C=O)C.C(O)=O. Given the product [F:39][C:32]1[CH:33]=[C:34]([F:38])[C:35]([F:37])=[CH:36][C:31]=1[NH:30][C:27]1[O:26][C:25]([C:23]2[NH:1][C:4]3[CH:5]=[C:6]([O:7][C@H:8]4[CH2:13][CH2:12][C@H:11]([C:14]([O:16][CH2:17][CH3:18])=[O:15])[CH2:10][CH2:9]4)[CH:19]=[CH:20][C:21]=3[N:22]=2)=[N:29][N:28]=1, predict the reactants needed to synthesize it. (2) The reactants are: [F:1][C:2]1[CH:22]=[C:21]([F:23])[CH:20]=[CH:19][C:3]=1[C:4]([NH:6][C:7]1[C:8]([CH3:18])=[N:9][NH:10][C:11]=1[C:12]1[CH:17]=[CH:16][CH:15]=[CH:14][CH:13]=1)=O.Cl[Sn](Cl)(Cl)Cl. Given the product [F:1][C:2]1[CH:22]=[C:21]([F:23])[CH:20]=[CH:19][C:3]=1[C:4]1[C:13]2[CH:14]=[CH:15][CH:16]=[CH:17][C:12]=2[C:11]2[NH:10][N:9]=[C:8]([CH3:18])[C:7]=2[N:6]=1, predict the reactants needed to synthesize it. (3) Given the product [CH2:1]([O:8][CH2:9][CH:10]1[CH2:13][C:14](=[O:15])[CH2:11]1)[C:2]1[CH:7]=[CH:6][CH:5]=[CH:4][CH:3]=1, predict the reactants needed to synthesize it. The reactants are: [CH2:1]([O:8][CH2:9][CH:10]=[CH2:11])[C:2]1[CH:7]=[CH:6][CH:5]=[CH:4][CH:3]=1.Cl[C:13](Cl)(Cl)[C:14](Cl)=[O:15].P(Cl)(Cl)(Cl)=O. (4) Given the product [CH3:47][O:46][C:43]1[CH:42]=[CH:41][C:40]([CH2:39][N:8]([CH2:7][C:6]2[CH:48]=[CH:49][C:3]([O:2][CH3:1])=[CH:4][CH:5]=2)[C:9]2[N:10]=[CH:11][C:12]([C:15]3[C:16]4[CH2:29][CH2:28][N:27]([C:30]5[CH:38]=[CH:37][C:33]([C:34]([NH:50][CH2:51][C:52]6[CH:57]=[CH:56][N:55]=[CH:54][CH:53]=6)=[O:36])=[CH:32][CH:31]=5)[C:17]=4[N:18]=[C:19]([N:21]4[CH2:22][CH2:23][O:24][CH2:25][CH2:26]4)[N:20]=3)=[CH:13][N:14]=2)=[CH:45][CH:44]=1, predict the reactants needed to synthesize it. The reactants are: [CH3:1][O:2][C:3]1[CH:49]=[CH:48][C:6]([CH2:7][N:8]([CH2:39][C:40]2[CH:45]=[CH:44][C:43]([O:46][CH3:47])=[CH:42][CH:41]=2)[C:9]2[N:14]=[CH:13][C:12]([C:15]3[C:16]4[CH2:29][CH2:28][N:27]([C:30]5[CH:38]=[CH:37][C:33]([C:34]([OH:36])=O)=[CH:32][CH:31]=5)[C:17]=4[N:18]=[C:19]([N:21]4[CH2:26][CH2:25][O:24][CH2:23][CH2:22]4)[N:20]=3)=[CH:11][N:10]=2)=[CH:5][CH:4]=1.[NH2:50][CH2:51][C:52]1[CH:57]=[CH:56][N:55]=[CH:54][CH:53]=1. (5) Given the product [CH2:1]([N:3]1[CH2:8][CH2:7][CH:6]([C:9]2[C:17]3[C:12](=[CH:13][CH:14]=[C:15]([NH:18][C:24]([C:26]4[S:27][CH:28]=[CH:29][CH:30]=4)=[NH:25])[CH:16]=3)[NH:11][CH:10]=2)[CH2:5][CH2:4]1)[CH3:2], predict the reactants needed to synthesize it. The reactants are: [CH2:1]([N:3]1[CH2:8][CH:7]=[C:6]([C:9]2[C:17]3[C:12](=[CH:13][CH:14]=[C:15]([N+:18]([O-])=O)[CH:16]=3)[NH:11][CH:10]=2)[CH2:5][CH2:4]1)[CH3:2].I.CS[C:24]([C:26]1[S:27][CH:28]=[CH:29][CH:30]=1)=[NH:25]. (6) Given the product [NH2:21][C:13]1[N:14]2[CH2:18][CH2:17][CH2:16][N:15]2[C:19](=[O:20])[C:12]=1/[N:11]=[C:26]1/[C:25]([OH:31])=[CH:24][C:23](=[NH:22])[C:28]([O:29][CH3:30])=[CH:27]/1, predict the reactants needed to synthesize it. The reactants are: CS(O)(=O)=O.CS(O)(=O)=O.[NH2:11][C:12]1[C:19](=[O:20])[N:15]2[CH2:16][CH2:17][CH2:18][N:14]2[C:13]=1[NH2:21].[NH2:22][C:23]1[CH:24]=[C:25]([OH:31])[CH:26]=[CH:27][C:28]=1[O:29][CH3:30].N.OO. (7) The reactants are: [CH3:1][CH:2]([CH3:6])[CH:3]=[N:4][OH:5].[C:7]([O:11][CH3:12])(=[O:10])[C:8]#[CH:9]. Given the product [CH3:12][O:11][C:7]([C:8]1[O:5][N:4]=[C:3]([CH:2]([CH3:6])[CH3:1])[CH:9]=1)=[O:10], predict the reactants needed to synthesize it. (8) Given the product [OH:1][CH2:32][CH2:9][C@@H:10]1[C@@H:28]([CH2:29][C:30]([OH:31])=[O:33])[C:8]2[C:13](=[CH:14][C:15]([C:17]([CH3:25])([CH2:19][CH2:20][CH2:21][CH2:22][CH2:23][CH3:24])[CH3:18])=[CH:16][CH:7]=2)[O:12][C:11]1([CH3:27])[CH3:26], predict the reactants needed to synthesize it. The reactants are: [OH-:1].[Li+].C(O[C:7]1[C:8]2[C@@H:9]3[CH2:32][O:31][C:30](=[O:33])[CH2:29][CH2:28][C@H:10]3[C:11]([CH3:27])([CH3:26])[O:12][C:13]=2[CH:14]=[C:15]([C:17]([CH3:25])([CH2:19][CH2:20][CH2:21][CH2:22][CH2:23][CH3:24])[CH3:18])[CH:16]=1)(=O)C.C1COCC1. (9) Given the product [Cl:15][C:16]1[CH:21]=[C:20]([CH2:22][OH:23])[CH:19]=[C:18]([OH:24])[C:17]=1[C:25]([C:27]1[CH:32]=[CH:31][C:30]([O:33][CH:34]2[CH2:3][CH2:2]2)=[CH:29][CH:28]=1)=[O:26], predict the reactants needed to synthesize it. The reactants are: O1CCO[CH2:3][CH2:2]1.O.[Ca+2].C(=O)([O-])[O-].[OH-].[Na+].[Cl:15][C:16]1[CH:21]=[C:20]([CH2:22][OH:23])[CH:19]=[C:18]([OH:24])[C:17]=1[C:25]([C:27]1[CH:32]=[CH:31][C:30]([O:33][CH3:34])=[CH:29][CH:28]=1)=[O:26].